The task is: Regression. Given two drug SMILES strings and cell line genomic features, predict the synergy score measuring deviation from expected non-interaction effect.. This data is from NCI-60 drug combinations with 297,098 pairs across 59 cell lines. (1) Drug 1: C1=CC(=CC=C1CCC2=CNC3=C2C(=O)NC(=N3)N)C(=O)NC(CCC(=O)O)C(=O)O. Drug 2: CC1C(C(CC(O1)OC2CC(OC(C2O)C)OC3=CC4=CC5=C(C(=O)C(C(C5)C(C(=O)C(C(C)O)O)OC)OC6CC(C(C(O6)C)O)OC7CC(C(C(O7)C)O)OC8CC(C(C(O8)C)O)(C)O)C(=C4C(=C3C)O)O)O)O. Cell line: A549. Synergy scores: CSS=39.7, Synergy_ZIP=-1.08, Synergy_Bliss=-0.240, Synergy_Loewe=-4.35, Synergy_HSA=-0.307. (2) Drug 1: CC1=C(C(CCC1)(C)C)C=CC(=CC=CC(=CC(=O)O)C)C. Drug 2: CC1=C(C(=CC=C1)Cl)NC(=O)C2=CN=C(S2)NC3=CC(=NC(=N3)C)N4CCN(CC4)CCO. Cell line: UO-31. Synergy scores: CSS=15.1, Synergy_ZIP=-2.11, Synergy_Bliss=5.56, Synergy_Loewe=6.05, Synergy_HSA=6.47.